This data is from NCI-60 drug combinations with 297,098 pairs across 59 cell lines. The task is: Regression. Given two drug SMILES strings and cell line genomic features, predict the synergy score measuring deviation from expected non-interaction effect. (1) Drug 1: C1=CN(C=N1)CC(O)(P(=O)(O)O)P(=O)(O)O. Drug 2: CC1C(C(CC(O1)OC2CC(CC3=C2C(=C4C(=C3O)C(=O)C5=CC=CC=C5C4=O)O)(C(=O)C)O)N)O. Cell line: HL-60(TB). Synergy scores: CSS=40.9, Synergy_ZIP=2.13, Synergy_Bliss=2.23, Synergy_Loewe=-29.7, Synergy_HSA=2.62. (2) Drug 1: C1CN1P(=S)(N2CC2)N3CC3. Drug 2: COC1=NC(=NC2=C1N=CN2C3C(C(C(O3)CO)O)O)N. Cell line: MALME-3M. Synergy scores: CSS=0.971, Synergy_ZIP=0.790, Synergy_Bliss=3.32, Synergy_Loewe=-4.94, Synergy_HSA=-4.82. (3) Drug 1: C1=CC=C(C=C1)NC(=O)CCCCCCC(=O)NO. Drug 2: C1CN1C2=NC(=NC(=N2)N3CC3)N4CC4. Cell line: OVCAR-8. Synergy scores: CSS=49.2, Synergy_ZIP=-4.76, Synergy_Bliss=0.152, Synergy_Loewe=4.37, Synergy_HSA=6.17. (4) Drug 1: COC1=CC(=CC(=C1O)OC)C2C3C(COC3=O)C(C4=CC5=C(C=C24)OCO5)OC6C(C(C7C(O6)COC(O7)C8=CC=CS8)O)O. Drug 2: C1=C(C(=O)NC(=O)N1)F. Cell line: HS 578T. Synergy scores: CSS=49.2, Synergy_ZIP=4.09, Synergy_Bliss=3.42, Synergy_Loewe=9.91, Synergy_HSA=10.9.